This data is from Forward reaction prediction with 1.9M reactions from USPTO patents (1976-2016). The task is: Predict the product of the given reaction. (1) Given the reactants [Cl:1][C:2]1[C:11]2[C:6](=[CH:7][CH:8]=[C:9]([F:12])[CH:10]=2)[N:5]=[C:4]([C:13]([O:15]CC)=O)[N:3]=1.[F:18][C:19]1[CH:24]=[CH:23][C:22]([Mg]Br)=[CH:21][CH:20]=1.C1COCC1, predict the reaction product. The product is: [Cl:1][C:2]1[C:11]2[C:6](=[CH:7][CH:8]=[C:9]([F:12])[CH:10]=2)[N:5]=[C:4]([C:13]([C:22]2[CH:23]=[CH:24][C:19]([F:18])=[CH:20][CH:21]=2)=[O:15])[N:3]=1. (2) The product is: [Cl:17][C:4]1[N:3]=[C:2]2[S:27][C:9]([C:10]3[CH:15]=[CH:14][CH:13]=[CH:12][CH:11]=3)=[N:8][C:7]2=[CH:6][CH:5]=1. Given the reactants Cl[C:2]1[C:7]([NH:8][C:9](=O)[C:10]2[CH:15]=[CH:14][CH:13]=[CH:12][CH:11]=2)=[CH:6][CH:5]=[C:4]([Cl:17])[N:3]=1.COC1C=CC(P2(SP(C3C=CC(OC)=CC=3)(=S)S2)=[S:27])=CC=1.C1(C)C=CC=CC=1.C([O-])([O-])=O.[K+].[K+], predict the reaction product. (3) Given the reactants [CH3:1][O:2][C:3]([C:5]1[S:6][C:7]([C:11]2[CH:16]=[CH:15][CH:14]=[CH:13][CH:12]=2)=[CH:8][C:9]=1[NH2:10])=[O:4].[CH2:17]=[C:18]([CH3:20])[CH3:19], predict the reaction product. The product is: [CH3:1][O:2][C:3]([C:5]1[S:6][C:7]([C:11]2[CH:16]=[CH:15][CH:14]=[CH:13][CH:12]=2)=[CH:8][C:9]=1[NH:10][C:18]([CH3:20])([CH3:19])[CH3:17])=[O:4]. (4) Given the reactants [CH2:1]([O:8][C:9]1[CH:10]=[C:11]([CH:40]=[CH:41][CH:42]=1)[CH2:12][O:13][C:14]1[C:19]2[CH:20]=[C:21]([C:23]3[N:24]=[C:25]4[N:29]([CH:30]=3)[N:28]=[C:27](Br)[S:26]4)[O:22][C:18]=2[CH:17]=[C:16]([O:32][Si:33]([C:36]([CH3:39])([CH3:38])[CH3:37])([CH3:35])[CH3:34])[CH:15]=1)[C:2]1[CH:7]=[CH:6][CH:5]=[CH:4][CH:3]=1.[CH3:43][OH:44].C[O-].[Na+], predict the reaction product. The product is: [CH2:1]([O:8][C:9]1[CH:10]=[C:11]([CH:40]=[CH:41][CH:42]=1)[CH2:12][O:13][C:14]1[C:19]2[CH:20]=[C:21]([C:23]3[N:24]=[C:25]4[N:29]([CH:30]=3)[N:28]=[C:27]([O:44][CH3:43])[S:26]4)[O:22][C:18]=2[CH:17]=[C:16]([O:32][Si:33]([C:36]([CH3:39])([CH3:38])[CH3:37])([CH3:35])[CH3:34])[CH:15]=1)[C:2]1[CH:7]=[CH:6][CH:5]=[CH:4][CH:3]=1. (5) Given the reactants [Cl:1][C:2]1[CH:3]=[C:4]([CH:7]=[C:8]([Cl:10])[CH:9]=1)[CH2:5][NH2:6].[CH:11]1[C:20]2[C:15](=[C:16]([CH:21]([CH3:25])[C:22](O)=[O:23])[CH:17]=[CH:18][CH:19]=2)[CH:14]=[CH:13][N:12]=1.C1C2C(=C(CC(O)=O)C=CC=2)C=CN=1, predict the reaction product. The product is: [Cl:1][C:2]1[CH:3]=[C:4]([CH:7]=[C:8]([Cl:10])[CH:9]=1)[CH2:5][NH:6][C:22](=[O:23])[CH:21]([C:16]1[CH:17]=[CH:18][CH:19]=[C:20]2[C:15]=1[CH:14]=[CH:13][N:12]=[CH:11]2)[CH3:25]. (6) Given the reactants [CH2:1]([N:8]1[C:17](=O)[C:16]2[C:11](=[CH:12][CH:13]=[CH:14][CH:15]=2)[C:10]([C:19]2[C:27]3[C:22](=[CH:23][CH:24]=[CH:25][CH:26]=3)[N:21]([CH2:28][C:29]([OH:31])=O)[C:20]=2[CH3:32])=[N:9]1)[C:2]1[CH:7]=[CH:6][CH:5]=[CH:4][CH:3]=1.Cl.[CH3:34][NH:35][CH3:36].F[P-](F)(F)(F)(F)F.N1([O:53][P+](N(C)C)(N(C)C)N(C)C)C2C=CC=CC=2N=N1.CN1CCOCC1, predict the reaction product. The product is: [CH2:17]([N:8]1[C:1](=[O:53])[C:2]2[C:3](=[CH:4][CH:5]=[CH:6][CH:7]=2)[C:10]([C:19]2[C:27]3[C:22](=[CH:23][CH:24]=[CH:25][CH:26]=3)[N:21]([CH2:28][C:29]([N:35]([CH3:36])[CH3:34])=[O:31])[C:20]=2[CH3:32])=[N:9]1)[C:16]1[CH:11]=[CH:12][CH:13]=[CH:14][CH:15]=1.